Dataset: Reaction yield outcomes from USPTO patents with 853,638 reactions. Task: Predict the reaction yield, written as a fraction of the theoretical maximum amount of product (1.0 means a 100% yield; for example, 0.34 means a 34% yield). The reactants are [C:1](Cl)(=[O:17])[CH2:2][CH2:3][CH2:4][CH2:5][CH2:6][CH2:7][CH2:8][CH2:9][CH2:10][CH2:11][CH2:12][CH2:13][CH2:14][CH2:15][CH3:16].[CH2:19]([O:35][CH2:36][C@H:37]([CH2:39][O:40][CH2:41][C:42]1[CH:47]=[CH:46][C:45]([O:48][CH3:49])=[CH:44][CH:43]=1)[OH:38])[CH2:20][CH2:21][CH2:22][CH2:23][CH2:24][CH2:25][CH2:26][CH2:27][CH2:28][CH2:29][CH2:30][CH2:31][CH2:32][CH2:33][CH3:34].N1C=CC=CC=1. The catalyst is C(Cl)Cl. The product is [C:1]([O:38][C@@H:37]([CH2:39][O:40][CH2:41][C:42]1[CH:47]=[CH:46][C:45]([O:48][CH3:49])=[CH:44][CH:43]=1)[CH2:36][O:35][CH2:19][CH2:20][CH2:21][CH2:22][CH2:23][CH2:24][CH2:25][CH2:26][CH2:27][CH2:28][CH2:29][CH2:30][CH2:31][CH2:32][CH2:33][CH3:34])(=[O:17])[CH2:2][CH2:3][CH2:4][CH2:5][CH2:6][CH2:7][CH2:8][CH2:9][CH2:10][CH2:11][CH2:12][CH2:13][CH2:14][CH2:15][CH3:16]. The yield is 0.920.